This data is from Forward reaction prediction with 1.9M reactions from USPTO patents (1976-2016). The task is: Predict the product of the given reaction. (1) The product is: [Cl:12][C:13]1[S:17][C:16]([C:18]([NH:4][C:3]2[CH:5]=[CH:6][CH:7]=[CH:8][C:2]=2[C:1]([O:10][CH3:11])=[O:9])=[O:19])=[CH:15][CH:14]=1. Given the reactants [C:1]([O:10][CH3:11])(=[O:9])[C:2]1[C:3](=[CH:5][CH:6]=[CH:7][CH:8]=1)[NH2:4].[Cl:12][C:13]1[S:17][C:16]([C:18](Cl)=[O:19])=[CH:15][CH:14]=1, predict the reaction product. (2) The product is: [F:1][C:2]1[CH:3]=[CH:4][C:5]([N:8]2[C:13](=[O:14])[C:12]([C:15]([NH:41][C:38]3[CH:37]=[N:36][C:35]([O:34][C:33]4[CH:32]=[CH:31][N:30]=[C:29]5[NH:25][N:26]=[C:27]([CH3:42])[C:28]=45)=[N:40][CH:39]=3)=[O:17])=[CH:11][CH:10]=[N:9]2)=[CH:6][CH:7]=1. Given the reactants [F:1][C:2]1[CH:7]=[CH:6][C:5]([N:8]2[C:13](=[O:14])[C:12]([C:15]([OH:17])=O)=[CH:11][CH:10]=[N:9]2)=[CH:4][CH:3]=1.COC1C=CC(C[N:25]2[C:29]3=[N:30][CH:31]=[CH:32][C:33]([O:34][C:35]4[N:40]=[CH:39][C:38]([NH2:41])=[CH:37][N:36]=4)=[C:28]3[C:27]([CH3:42])=[N:26]2)=CC=1, predict the reaction product. (3) Given the reactants C([C:3]1[C:4]([B:22]2[O:26][C:25]([CH3:28])(C)C(C)(C)[O:23]2)=[C:5]([CH:19]=[CH:20][CH:21]=1)[O:6][CH2:7][CH2:8][CH2:9][CH2:10][NH:11][C:12](=[O:18])[O:13][C:14]([CH3:17])([CH3:16])[CH3:15])=O.C[N+:32]([O-:34])=[O:33].[OH-].[Na+].Cl, predict the reaction product. The product is: [C:14]([O:13][C:12](=[O:18])[NH:11][CH2:10][CH2:9][CH2:8][CH2:7][O:6][C:5]1[C:4]2[B:22]([OH:23])[O:26][CH:25]([CH2:28][N+:32]([O-:34])=[O:33])[C:3]=2[CH:21]=[CH:20][CH:19]=1)([CH3:15])([CH3:16])[CH3:17]. (4) The product is: [Cl:26][C:4]1[N:3]=[C:2]([NH:36][CH2:35][C:32]2[CH:33]=[CH:34][C:29]([O:28][CH3:27])=[CH:30][CH:31]=2)[CH:7]=[C:6]([C:8]2[C:16]3[C:11](=[N:12][CH:13]=[CH:14][CH:15]=3)[N:10]([S:17]([C:20]3[CH:21]=[CH:22][CH:23]=[CH:24][CH:25]=3)(=[O:19])=[O:18])[CH:9]=2)[CH:5]=1. Given the reactants Cl[C:2]1[CH:7]=[C:6]([C:8]2[C:16]3[C:11](=[N:12][CH:13]=[CH:14][CH:15]=3)[N:10]([S:17]([C:20]3[CH:25]=[CH:24][CH:23]=[CH:22][CH:21]=3)(=[O:19])=[O:18])[CH:9]=2)[CH:5]=[C:4]([Cl:26])[N:3]=1.[CH3:27][O:28][C:29]1[CH:34]=[CH:33][C:32]([CH2:35][NH2:36])=[CH:31][CH:30]=1, predict the reaction product. (5) Given the reactants Br[C:2]1[CH:7]=[CH:6][C:5]([C:8]2[N:9]=[C:10]([CH3:30])[C:11]3[C:16]4[N:17]=[C:18]([N:24]5[CH2:29][CH2:28][NH:27][CH2:26][CH2:25]5)[N:19]=[C:20]([O:21][CH2:22][CH3:23])[C:15]=4[S:14][C:12]=3[N:13]=2)=[CH:4][CH:3]=1.[CH2:31]([O:35]C1C=CC(O)=CC=1)[CH2:32][CH2:33][CH3:34].C([O-])([O-])=O.[Cs+].[Cs+].C(OCC)(=O)C, predict the reaction product. The product is: [CH2:31]([O:35][C:2]1[CH:7]=[CH:6][C:5]([C:8]2[N:9]=[C:10]([CH3:30])[C:11]3[C:16]4[N:17]=[C:18]([N:24]5[CH2:29][CH2:28][NH:27][CH2:26][CH2:25]5)[N:19]=[C:20]([O:21][CH2:22][CH3:23])[C:15]=4[S:14][C:12]=3[N:13]=2)=[CH:4][CH:3]=1)[CH2:32][CH2:33][CH3:34]. (6) Given the reactants [CH2:1]([N:8]1[CH2:12][CH2:11][C@H:10]([C@@H:13]([O:18][C:19]2[C:20]([CH3:26])=[N:21][C:22](Cl)=[CH:23][CH:24]=2)[CH2:14][CH:15]([CH3:17])[CH3:16])[CH2:9]1)[C:2]1[CH:7]=[CH:6][CH:5]=[CH:4][CH:3]=1.CS(C)=O.[CH3:31][O-:32].[K+], predict the reaction product. The product is: [CH2:1]([N:8]1[CH2:12][CH2:11][C@H:10]([C@@H:13]([O:18][C:19]2[C:20]([CH3:26])=[N:21][C:22]([O:32][CH3:31])=[CH:23][CH:24]=2)[CH2:14][CH:15]([CH3:17])[CH3:16])[CH2:9]1)[C:2]1[CH:7]=[CH:6][CH:5]=[CH:4][CH:3]=1. (7) Given the reactants [NH2:1][C:2]1[S:3][C:4]2[C:9](=O)[N:8]=[C:7]([S:11][CH2:12][C:13]3[CH:18]=[CH:17][CH:16]=[CH:15][CH:14]=3)[NH:6][C:5]=2[N:19]=1.P(Cl)(Cl)([Cl:22])=O.CN(C)C1C=CC=CC=1, predict the reaction product. The product is: [Cl:22][C:9]1[C:4]2[S:3][C:2]([NH2:1])=[N:19][C:5]=2[N:6]=[C:7]([S:11][CH2:12][C:13]2[CH:18]=[CH:17][CH:16]=[CH:15][CH:14]=2)[N:8]=1. (8) Given the reactants [F:1][C:2]([F:23])([F:22])[C:3]1[CH:8]=[C:7]([C:9]([F:12])([F:11])[F:10])[CH:6]=[CH:5][C:4]=1[C:13]1[CH:14]=[C:15]([NH2:21])[C:16]([NH2:20])=[CH:17][C:18]=1[Cl:19].[F:24][C:25]([F:36])([F:35])[C:26]([F:34])([F:33])[C:27]([F:32])([F:31])[C:28](O)=O, predict the reaction product. The product is: [F:23][C:2]([F:22])([F:1])[C:3]1[CH:8]=[C:7]([C:9]([F:10])([F:11])[F:12])[CH:6]=[CH:5][C:4]=1[C:13]1[C:18]([Cl:19])=[CH:17][C:16]2[N:20]=[C:28]([C:27]([F:31])([F:32])[C:26]([F:33])([F:34])[C:25]([F:36])([F:35])[F:24])[NH:21][C:15]=2[CH:14]=1.